Regression. Given a peptide amino acid sequence and an MHC pseudo amino acid sequence, predict their binding affinity value. This is MHC class II binding data. From a dataset of Peptide-MHC class II binding affinity with 134,281 pairs from IEDB. (1) The peptide sequence is NKELRLMYVNCVKKN. The MHC is HLA-DQA10501-DQB10301 with pseudo-sequence HLA-DQA10501-DQB10301. The binding affinity (normalized) is 0.292. (2) The peptide sequence is FFPPNYKLLKDLF. The MHC is HLA-DPA10301-DPB10402 with pseudo-sequence HLA-DPA10301-DPB10402. The binding affinity (normalized) is 0.403.